This data is from Catalyst prediction with 721,799 reactions and 888 catalyst types from USPTO. The task is: Predict which catalyst facilitates the given reaction. (1) Reactant: [CH2:1]([O:3][C:4]([C:6]1[CH:10]=[C:9]([CH3:11])[N:8]([CH2:12][C:13]2[CH:18]=[C:17]([Cl:19])[CH:16]=[CH:15][C:14]=2[OH:20])[N:7]=1)=[O:5])[CH3:2].C(=O)([O-])[O-].[K+].[K+].[I-].[K+].[CH3:29][O:30][C:31]1[CH:38]=[CH:37][C:34]([CH2:35]Cl)=[CH:33][CH:32]=1. Product: [CH2:1]([O:3][C:4]([C:6]1[CH:10]=[C:9]([CH3:11])[N:8]([CH2:12][C:13]2[CH:18]=[C:17]([Cl:19])[CH:16]=[CH:15][C:14]=2[O:20][CH2:35][C:34]2[CH:37]=[CH:38][C:31]([O:30][CH3:29])=[CH:32][CH:33]=2)[N:7]=1)=[O:5])[CH3:2]. The catalyst class is: 3. (2) Reactant: [C:1]([C:7]1[C:8]([C:12]2CN(C)[CH2:15][CH2:16][CH:17]=2)=NNC=1)#[C:2][CH2:3]CCC.C#CCCCCCCC.[C:28]1([S:34]([N:37]2[CH:41]=[C:40](I)[C:39]([C:43]3[CH:44]=[N:45][CH:46]=[CH:47][CH:48]=3)=[N:38]2)(=[O:36])=[O:35])[CH:33]=[CH:32][CH:31]=[CH:30][CH:29]=1. Product: [C:28]1([S:34]([N:37]2[CH:41]=[C:40]([C:3]#[C:2][CH2:1][CH2:7][CH2:8][CH2:12][CH2:17][CH2:16][CH3:15])[C:39]([C:43]3[CH:44]=[N:45][CH:46]=[CH:47][CH:48]=3)=[N:38]2)(=[O:36])=[O:35])[CH:33]=[CH:32][CH:31]=[CH:30][CH:29]=1. The catalyst class is: 27. (3) Reactant: C(OC([NH:11][C@@H:12]([CH2:34][S:35][CH2:36][C@H:37]([O:53][C:54](=[O:66])[NH:55][CH2:56][CH2:57][CH2:58][CH2:59][CH2:60][CH2:61][CH2:62][CH2:63][CH2:64][CH3:65])[CH2:38][O:39][C:40](=[O:52])[NH:41][CH2:42][CH2:43][CH2:44][CH2:45][CH2:46][CH2:47][CH2:48][CH2:49][CH2:50][CH3:51])[C:13](=[O:33])[NH:14][CH2:15][CH2:16][O:17][CH2:18][CH2:19][O:20][CH2:21][CH2:22][O:23][CH2:24][CH2:25][C:26]([O:28][C:29]([CH3:32])([CH3:31])[CH3:30])=[O:27])=O)C1C=CC=CC=1.C([O-])=O.[NH4+].CO.O. Product: [NH2:11][C@@H:12]([CH2:34][S:35][CH2:36][C@H:37]([O:53][C:54](=[O:66])[NH:55][CH2:56][CH2:57][CH2:58][CH2:59][CH2:60][CH2:61][CH2:62][CH2:63][CH2:64][CH3:65])[CH2:38][O:39][C:40](=[O:52])[NH:41][CH2:42][CH2:43][CH2:44][CH2:45][CH2:46][CH2:47][CH2:48][CH2:49][CH2:50][CH3:51])[C:13](=[O:33])[NH:14][CH2:15][CH2:16][O:17][CH2:18][CH2:19][O:20][CH2:21][CH2:22][O:23][CH2:24][CH2:25][C:26]([O:28][C:29]([CH3:32])([CH3:31])[CH3:30])=[O:27]. The catalyst class is: 19. (4) Reactant: [CH3:1][NH:2][C:3]1[CH:12]=[CH:11][C:6]([C:7](OC)=[O:8])=[CH:5][CH:4]=1.[H-].[H-].[H-].[H-].[Li+].[Al+3]. Product: [CH3:1][NH:2][C:3]1[CH:12]=[CH:11][C:6]([CH2:7][OH:8])=[CH:5][CH:4]=1. The catalyst class is: 1.